Dataset: Reaction yield outcomes from USPTO patents with 853,638 reactions. Task: Predict the reaction yield, written as a fraction of the theoretical maximum amount of product (1.0 means a 100% yield; for example, 0.34 means a 34% yield). (1) The catalyst is O1CCOCC1. The product is [Cl:1][C:2]1[CH:3]=[C:4]([S:8]([CH:11]2[CH2:16][CH2:15][N:14]([C:18]3[C:23]([F:24])=[CH:22][CH:21]=[CH:20][N:19]=3)[CH2:13][CH2:12]2)(=[O:10])=[O:9])[CH:5]=[CH:6][CH:7]=1. The reactants are [Cl:1][C:2]1[CH:3]=[C:4]([S:8]([CH:11]2[CH2:16][CH2:15][NH:14][CH2:13][CH2:12]2)(=[O:10])=[O:9])[CH:5]=[CH:6][CH:7]=1.Cl[C:18]1[C:23]([F:24])=[CH:22][CH:21]=[CH:20][N:19]=1.CCN(C(C)C)C(C)C. The yield is 0.0700. (2) The reactants are CN(C(ON1N=NC2C=CC=NC1=2)=[N+](C)C)C.F[P-](F)(F)(F)(F)F.Cl.[OH:26][C@H:27]1[CH2:31][NH:30][C@H:29]([C:32]([O:34][CH3:35])=[O:33])[CH2:28]1.[C:36]([O:40][C:41]([NH:43][CH:44]([C@H:48]([CH3:56])[CH2:49][CH:50]([CH3:55])[CH2:51][CH2:52][CH:53]=[CH2:54])[C:45](O)=[O:46])=[O:42])([CH3:39])([CH3:38])[CH3:37].CCN(CC)CC. The catalyst is C(Cl)Cl. The product is [C:36]([O:40][C:41]([NH:43][C@@H:44]([C@H:48]([CH3:56])[CH2:49][CH:50]([CH3:55])[CH2:51][CH2:52][CH:53]=[CH2:54])[C:45]([N:30]1[CH2:31][C@H:27]([OH:26])[CH2:28][C@H:29]1[C:32]([O:34][CH3:35])=[O:33])=[O:46])=[O:42])([CH3:39])([CH3:38])[CH3:37]. The yield is 0.300. (3) The reactants are [OH-].[Na+:2].[C:3]([CH:5]([C:12]1[CH:17]=[CH:16][C:15]([O:18][CH2:19][C:20]2[CH:25]=[CH:24][C:23]([O:26][CH2:27]/[C:28](=[N:35]/[O:36][CH3:37])/[C:29]3[CH:34]=[CH:33][CH:32]=[CH:31][CH:30]=3)=[CH:22][CH:21]=2)=[CH:14][CH:13]=1)[CH2:6][C:7]([O:9]CC)=[O:8])#[N:4]. No catalyst specified. The product is [C:3]([CH:5]([C:12]1[CH:13]=[CH:14][C:15]([O:18][CH2:19][C:20]2[CH:25]=[CH:24][C:23]([O:26][CH2:27]/[C:28](=[N:35]/[O:36][CH3:37])/[C:29]3[CH:30]=[CH:31][CH:32]=[CH:33][CH:34]=3)=[CH:22][CH:21]=2)=[CH:16][CH:17]=1)[CH2:6][C:7]([O-:9])=[O:8])#[N:4].[Na+:2]. The yield is 0.674. (4) The reactants are [OH:1][C:2]1[CH:30]=[CH:29][CH:28]=[CH:27][C:3]=1[CH2:4][NH:5][C:6]([NH:8][C:9]1[N:13]([C:14]2[CH:19]=[CH:18][C:17]([O:20][CH3:21])=[C:16]([CH3:22])[CH:15]=2)[N:12]=[C:11]([C:23]([CH3:26])([CH3:25])[CH3:24])[CH:10]=1)=[O:7].[Cl:31][C:32]1[N:37]=[C:36](Cl)[CH:35]=[CH:34][N:33]=1.[OH-].[Na+].CS(C)=O. The product is [Cl:31][C:32]1[N:37]=[C:36]([O:1][C:2]2[CH:30]=[CH:29][CH:28]=[CH:27][C:3]=2[CH2:4][NH:5][C:6]([NH:8][C:9]2[N:13]([C:14]3[CH:19]=[CH:18][C:17]([O:20][CH3:21])=[C:16]([CH3:22])[CH:15]=3)[N:12]=[C:11]([C:23]([CH3:26])([CH3:24])[CH3:25])[CH:10]=2)=[O:7])[CH:35]=[CH:34][N:33]=1. The catalyst is CC(C)=O. The yield is 0.480. (5) The reactants are ClN1C(=O)CCC1=O.[C:9]([O:13][C:14](=[O:24])[NH:15][CH:16]([CH:21]=[N:22][OH:23])[CH2:17][CH:18]([CH3:20])[CH3:19])([CH3:12])([CH3:11])[CH3:10].[CH2:25]([Br:28])[C:26]#[CH:27].C(N(CC)CC)C. The catalyst is C(Cl)(Cl)Cl.O.N1C=CC=CC=1. The product is [C:9]([O:13][C:14](=[O:24])[NH:15][CH:16]([C:21]1[CH:27]=[C:26]([CH2:25][Br:28])[O:23][N:22]=1)[CH2:17][CH:18]([CH3:20])[CH3:19])([CH3:11])([CH3:10])[CH3:12]. The yield is 0.430.